This data is from Catalyst prediction with 721,799 reactions and 888 catalyst types from USPTO. The task is: Predict which catalyst facilitates the given reaction. (1) Reactant: [H-].[Al+3].[Li+].[H-].[H-].[H-].[F:7][C:8]([F:24])([F:23])[C@:9]([NH:13][C@H:14]([C:17]1[CH:22]=[CH:21][CH:20]=[CH:19][CH:18]=1)[CH2:15][OH:16])([CH3:12])[C:10]#[N:11].O.[OH-].[K+]. Product: [NH2:11][CH2:10][C@@:9]([NH:13][C@H:14]([C:17]1[CH:18]=[CH:19][CH:20]=[CH:21][CH:22]=1)[CH2:15][OH:16])([CH3:12])[C:8]([F:23])([F:24])[F:7]. The catalyst class is: 7. (2) Reactant: [N:1]1([CH2:7][CH2:8][CH2:9][O:10][C:11]2[CH:12]=[C:13]([NH:17][C:18]([C:20]34CC5CC(CC(C5)C3)C4)=[O:19])[CH:14]=[CH:15][CH:16]=2)[CH2:6][CH2:5][O:4][CH2:3][CH2:2]1.C(N(CC)CC)C.ClCC(Cl)=O.Cl.[C:43]12([NH2:53])[CH2:52][CH:47]3[CH2:48][CH:49]([CH2:51][CH:45]([CH2:46]3)[CH2:44]1)[CH2:50]2.C(=O)([O-])[O-].[K+].[K+]. Product: [C:43]12([NH:53][CH2:20][C:18]([NH:17][C:13]3[CH:14]=[CH:15][CH:16]=[C:11]([O:10][CH2:9][CH2:8][CH2:7][N:1]4[CH2:6][CH2:5][O:4][CH2:3][CH2:2]4)[CH:12]=3)=[O:19])[CH2:50][CH:49]3[CH2:48][CH:47]([CH2:46][CH:45]([CH2:51]3)[CH2:44]1)[CH2:52]2. The catalyst class is: 139.